Dataset: Catalyst prediction with 721,799 reactions and 888 catalyst types from USPTO. Task: Predict which catalyst facilitates the given reaction. (1) Reactant: [OH:1][C:2]1[CH:6]=[C:5]([CH2:7][CH2:8][C:9]([OH:11])=O)[O:4][N:3]=1.CCN(C(C)C)C(C)C.[C:21]([N:28]1[CH2:33][CH2:32][CH:31]([CH2:34][NH2:35])[CH2:30][CH2:29]1)([O:23][C:24]([CH3:27])([CH3:26])[CH3:25])=[O:22]. Product: [OH:1][C:2]1[CH:6]=[C:5]([CH2:7][CH2:8][C:9]([NH:35][CH2:34][CH:31]2[CH2:32][CH2:33][N:28]([C:21]([O:23][C:24]([CH3:27])([CH3:26])[CH3:25])=[O:22])[CH2:29][CH2:30]2)=[O:11])[O:4][N:3]=1. The catalyst class is: 3. (2) Reactant: [C:1]([C:4]1[C:5]([CH3:12])=[C:6]([C:10]#[N:11])[NH:7][C:8]=1[CH3:9])(=[O:3])[CH3:2].[H-].[Na+].[CH3:15]I. Product: [C:1]([C:4]1[C:5]([CH3:12])=[C:6]([C:10]#[N:11])[N:7]([CH3:15])[C:8]=1[CH3:9])(=[O:3])[CH3:2]. The catalyst class is: 7. (3) Reactant: [C:1]1([S:7]([N:10]2[C:14]3=[N:15][CH:16]=[C:17]([N+:20]([O-:22])=[O:21])[C:18](Cl)=[C:13]3[CH:12]=[CH:11]2)(=[O:9])=[O:8])[CH:6]=[CH:5][CH:4]=[CH:3][CH:2]=1.[CH2:23]([N:30]1[CH2:34][CH2:33][C@@H:32]([NH2:35])[CH2:31]1)[C:24]1[CH:29]=[CH:28][CH:27]=[CH:26][CH:25]=1.C(N(C(C)C)CC)(C)C. Product: [CH2:23]([N:30]1[CH2:34][CH2:33][C@@H:32]([NH:35][C:18]2[C:13]3[CH:12]=[CH:11][N:10]([S:7]([C:1]4[CH:6]=[CH:5][CH:4]=[CH:3][CH:2]=4)(=[O:9])=[O:8])[C:14]=3[N:15]=[CH:16][C:17]=2[N+:20]([O-:22])=[O:21])[CH2:31]1)[C:24]1[CH:25]=[CH:26][CH:27]=[CH:28][CH:29]=1. The catalyst class is: 41.